From a dataset of Forward reaction prediction with 1.9M reactions from USPTO patents (1976-2016). Predict the product of the given reaction. (1) Given the reactants [CH3:1][C@@:2]12[C:18](=[O:19])[CH2:17][CH2:16][C@H:15]1[C@H:14]1[C@@H:5]([C:6]3[CH:7]=[CH:8][C:9]([OH:20])=[CH:10][C:11]=3[CH2:12][CH2:13]1)[CH2:4][CH2:3]2.[Si:21](Cl)([C:24]([CH3:27])([CH3:26])[CH3:25])([CH3:23])[CH3:22].N1C=CN=C1, predict the reaction product. The product is: [Si:21]([O:20][C:9]1[CH:8]=[CH:7][C:6]2[C@@H:5]3[C@H:14]([C@H:15]4[C@@:2]([CH2:3][CH2:4]3)([CH3:1])[C:18](=[O:19])[CH2:17][CH2:16]4)[CH2:13][CH2:12][C:11]=2[CH:10]=1)([C:24]([CH3:27])([CH3:26])[CH3:25])([CH3:23])[CH3:22]. (2) Given the reactants [CH2:1]([C:3]1[CH:8]=[CH:7][C:6]([CH:9]([C@@H:15]([CH3:20])[C:16]([F:19])([F:18])[F:17])[C:10]([O:12]CC)=[O:11])=[CH:5][CH:4]=1)[CH3:2].[OH-].[Na+], predict the reaction product. The product is: [CH2:1]([C:3]1[CH:4]=[CH:5][C:6]([CH:9]([C@@H:15]([CH3:20])[C:16]([F:17])([F:18])[F:19])[C:10]([OH:12])=[O:11])=[CH:7][CH:8]=1)[CH3:2].